Dataset: NCI-60 drug combinations with 297,098 pairs across 59 cell lines. Task: Regression. Given two drug SMILES strings and cell line genomic features, predict the synergy score measuring deviation from expected non-interaction effect. (1) Drug 1: CC1=C(C(=O)C2=C(C1=O)N3CC4C(C3(C2COC(=O)N)OC)N4)N. Drug 2: C(CN)CNCCSP(=O)(O)O. Cell line: MDA-MB-435. Synergy scores: CSS=16.2, Synergy_ZIP=-4.12, Synergy_Bliss=-1.24, Synergy_Loewe=-77.6, Synergy_HSA=-3.91. (2) Cell line: MDA-MB-231. Drug 2: CC1CCCC2(C(O2)CC(NC(=O)CC(C(C(=O)C(C1O)C)(C)C)O)C(=CC3=CSC(=N3)C)C)C. Synergy scores: CSS=10.2, Synergy_ZIP=-4.46, Synergy_Bliss=0.881, Synergy_Loewe=-1.14, Synergy_HSA=0.209. Drug 1: C1=CC(=CC=C1CC(C(=O)O)N)N(CCCl)CCCl.Cl. (3) Drug 1: C1CCN(CC1)CCOC2=CC=C(C=C2)C(=O)C3=C(SC4=C3C=CC(=C4)O)C5=CC=C(C=C5)O. Drug 2: CC1C(C(CC(O1)OC2CC(CC3=C2C(=C4C(=C3O)C(=O)C5=CC=CC=C5C4=O)O)(C(=O)C)O)N)O. Cell line: HCT116. Synergy scores: CSS=34.7, Synergy_ZIP=2.47, Synergy_Bliss=1.95, Synergy_Loewe=-4.31, Synergy_HSA=0.192.